This data is from Catalyst prediction with 721,799 reactions and 888 catalyst types from USPTO. The task is: Predict which catalyst facilitates the given reaction. (1) Reactant: [F:1][C:2]1[CH:7]=[CH:6][C:5]([NH:8][C@H:9]2[CH2:14][CH2:13][C@H:12]([C:15]([N:17]3[CH2:22][CH2:21][NH:20][CH2:19][CH2:18]3)=[O:16])[CH2:11][CH2:10]2)=[CH:4][CH:3]=1.[C:23]1(=O)[CH2:29][CH2:28][CH2:27][CH2:26][CH2:25][CH2:24]1.C(O[BH-](OC(=O)C)OC(=O)C)(=O)C.[Na+].C(O)(=O)C. Product: [CH:23]1([N:20]2[CH2:19][CH2:18][N:17]([C:15]([C@H:12]3[CH2:13][CH2:14][C@H:9]([NH:8][C:5]4[CH:6]=[CH:7][C:2]([F:1])=[CH:3][CH:4]=4)[CH2:10][CH2:11]3)=[O:16])[CH2:22][CH2:21]2)[CH2:29][CH2:28][CH2:27][CH2:26][CH2:25][CH2:24]1. The catalyst class is: 5. (2) Reactant: C(N(CC)CC)C.[Si:8]([O:15]S(C(F)(F)F)(=O)=O)([C:11]([CH3:14])([CH3:13])[CH3:12])([CH3:10])[CH3:9].[F:23][C:24]1[CH:29]=[CH:28][C:27]([C@@H:30]2[CH2:39][C@@:38](O)([CH3:40])[CH2:37][C@@H:36]3[N:31]2[C:32](=[O:42])[CH2:33][CH2:34][CH2:35]3)=[CH:26][CH:25]=1.O. Product: [Si:8]([O:15][C@:38]1([CH3:40])[CH2:37][C@@H:36]2[N:31]([C:32](=[O:42])[CH2:33][CH2:34][CH2:35]2)[C@H:30]([C:27]2[CH:28]=[CH:29][C:24]([F:23])=[CH:25][CH:26]=2)[CH2:39]1)([C:11]([CH3:12])([CH3:13])[CH3:14])([CH3:9])[CH3:10]. The catalyst class is: 56. (3) Reactant: [NH2:1][CH2:2][CH2:3][S:4][S:5][CH2:6][CH2:7][NH2:8].[OH-:9].[Na+].[CH3:11][C:12]([O:15][C:16](O[C:16]([O:15][C:12]([CH3:14])([CH3:13])[CH3:11])=[O:17])=[O:17])([CH3:14])[CH3:13]. Product: [C:12]([O:15][C:16](=[O:17])[NH:1][CH2:2][CH2:3][S:4][S:5][CH2:6][CH2:7][NH:8][C:16]([O:15][C:12]([CH3:14])([CH3:13])[CH3:11])=[O:9])([CH3:14])([CH3:13])[CH3:11]. The catalyst class is: 38. (4) Reactant: C(OC([N:8](C(OC(C)(C)C)=O)[CH:9]([C:38]([O:40][CH3:41])=[O:39])[CH2:10][N:11]1[C:19]2[C:14](=[CH:15][CH:16]=[C:17]([C:20]([O:22][CH3:23])=[O:21])[CH:18]=2)[C:13]([CH:24]2[CH2:29][CH2:28][CH2:27][CH2:26][CH2:25]2)=[C:12]1[C:30]1[CH:35]=[CH:34][CH:33]=[CH:32][C:31]=1[CH:36]=[O:37])=O)(C)(C)C.C(O)(C(F)(F)F)=O. Product: [NH2:8][CH:9]([C:38]([O:40][CH3:41])=[O:39])[CH2:10][N:11]1[C:19]2[C:14](=[CH:15][CH:16]=[C:17]([C:20]([O:22][CH3:23])=[O:21])[CH:18]=2)[C:13]([CH:24]2[CH2:25][CH2:26][CH2:27][CH2:28][CH2:29]2)=[C:12]1[C:30]1[CH:35]=[CH:34][CH:33]=[CH:32][C:31]=1[CH:36]=[O:37]. The catalyst class is: 2.